Task: Predict which catalyst facilitates the given reaction.. Dataset: Catalyst prediction with 721,799 reactions and 888 catalyst types from USPTO Reactant: [C:1]([C:5]1[CH:6]=[C:7]([C:15]2[S:19][C:18]([C:20]([O:22]CC)=[O:21])=[N:17][C:16]=2[CH2:25][CH:26]2[CH2:31][CH2:30][CH2:29][CH2:28][CH2:27]2)[CH:8]=[C:9]([C:11]2([CH3:14])[CH2:13][CH2:12]2)[CH:10]=1)([CH3:4])([CH3:3])[CH3:2].CO.[OH-].[K+]. Product: [C:1]([C:5]1[CH:6]=[C:7]([C:15]2[S:19][C:18]([C:20]([OH:22])=[O:21])=[N:17][C:16]=2[CH2:25][CH:26]2[CH2:31][CH2:30][CH2:29][CH2:28][CH2:27]2)[CH:8]=[C:9]([C:11]2([CH3:14])[CH2:13][CH2:12]2)[CH:10]=1)([CH3:2])([CH3:3])[CH3:4]. The catalyst class is: 6.